Predict the reactants needed to synthesize the given product. From a dataset of Full USPTO retrosynthesis dataset with 1.9M reactions from patents (1976-2016). (1) Given the product [F:1][C:2]1[CH:3]=[C:4]2[C:8](=[CH:9][CH:10]=1)[NH:7][CH:6]=[C:5]2[CH2:11][CH2:12][CH2:13][N:14]([CH2:28][CH:29]([CH3:32])[CH3:30])[CH:15]1[CH2:24][C:23]2[C:22]([C:25]([NH2:27])=[O:26])=[CH:21][CH:20]=[CH:19][C:18]=2[O:17][CH2:16]1, predict the reactants needed to synthesize it. The reactants are: [F:1][C:2]1[CH:3]=[C:4]2[C:8](=[CH:9][CH:10]=1)[NH:7][CH:6]=[C:5]2[CH2:11][CH2:12][CH2:13][NH:14][CH:15]1[CH2:24][C:23]2[C:22]([C:25]([NH2:27])=[O:26])=[CH:21][CH:20]=[CH:19][C:18]=2[O:17][CH2:16]1.[CH3:28][CH:29]([CH3:32])[CH:30]=O.C(O)(=O)C.C([BH3-])#N.[Na+]. (2) Given the product [Cl:3][C:4]1[CH:36]=[CH:35][CH:34]=[C:33]([Cl:37])[C:5]=1[C:6]([NH:8][C@H:9]([C:29]([OH:31])=[O:30])[CH2:10][C:11]1[CH:16]=[CH:15][C:14]([C:17]#[C:18][CH2:19][CH2:20][CH2:21][NH:22][C:23]2[CH:28]=[CH:27][CH:26]=[CH:25][N:24]=2)=[CH:13][CH:12]=1)=[O:7], predict the reactants needed to synthesize it. The reactants are: [Li+].[OH-].[Cl:3][C:4]1[CH:36]=[CH:35][CH:34]=[C:33]([Cl:37])[C:5]=1[C:6]([NH:8][C@H:9]([C:29]([O:31]C)=[O:30])[CH2:10][C:11]1[CH:16]=[CH:15][C:14]([C:17]#[C:18][CH2:19][CH2:20][CH2:21][NH:22][C:23]2[CH:28]=[CH:27][CH:26]=[CH:25][N:24]=2)=[CH:13][CH:12]=1)=[O:7]. (3) Given the product [Cl:1][C:2]1[CH:10]=[CH:9][CH:8]=[CH:7][C:3]=1[C:4]([NH:28][CH2:27][C:19]1([C:16]2[CH:15]=[N:14][C:13]([CH:12]([F:29])[F:11])=[N:18][CH:17]=2)[CH2:24][CH2:23][C:22]([F:25])([F:26])[CH2:21][CH2:20]1)=[O:6], predict the reactants needed to synthesize it. The reactants are: [Cl:1][C:2]1[CH:10]=[CH:9][CH:8]=[CH:7][C:3]=1[C:4]([OH:6])=O.[F:11][CH:12]([F:29])[C:13]1[N:18]=[CH:17][C:16]([C:19]2([CH2:27][NH2:28])[CH2:24][CH2:23][C:22]([F:26])([F:25])[CH2:21][CH2:20]2)=[CH:15][N:14]=1. (4) Given the product [CH:23]1([SnH:16]([CH:10]2[CH2:11][CH2:12][CH2:13][CH2:14][CH2:15]2)[CH:17]2[CH2:22][CH2:21][CH2:20][CH2:19][CH2:18]2)[CH2:24][CH2:25][CH2:26][CH2:27][CH2:28]1, predict the reactants needed to synthesize it. The reactants are: C(OCC)C.O.[BH4-].[Na+].[OH-].[CH:10]1([Sn+:16]([CH:23]2[CH2:28][CH2:27][CH2:26][CH2:25][CH2:24]2)[CH:17]2[CH2:22][CH2:21][CH2:20][CH2:19][CH2:18]2)[CH2:15][CH2:14][CH2:13][CH2:12][CH2:11]1. (5) Given the product [F:34][C:32]1[CH:33]=[C:28]([CH:29]=[C:30]([F:35])[CH:31]=1)[CH2:27][O:26][C:24]1[CH:25]=[C:20]([C@H:15]([CH2:16][CH:17]([CH3:19])[CH3:18])[C:14]([OH:46])=[O:52])[CH:21]=[C:22]([C:36]2[CH:41]=[CH:40][C:39]([C:42]([F:44])([F:43])[F:45])=[CH:38][CH:37]=2)[CH:23]=1, predict the reactants needed to synthesize it. The reactants are: C(C1COC(=O)N1[C:14](=[O:46])[CH:15]([C:20]1[CH:21]=[C:22]([C:36]2[CH:41]=[CH:40][C:39]([C:42]([F:45])([F:44])[F:43])=[CH:38][CH:37]=2)[CH:23]=[C:24]([O:26][CH2:27][C:28]2[CH:33]=[C:32]([F:34])[CH:31]=[C:30]([F:35])[CH:29]=2)[CH:25]=1)[CH2:16][CH:17]([CH3:19])[CH3:18])C1C=CC=CC=1.O[Li].O.OO.[O-:52]S([O-])=O.[Na+].[Na+]. (6) Given the product [CH3:1][O:2][C:3]1[CH:8]=[CH:7][C:6]([CH2:10][CH2:11][NH:12][CH2:13][CH2:21][NH:20][C:14]2[C:13]3[N:12]([CH3:27])[CH:11]=[C:10]([C:6]4[C:5]([CH3:28])=[CH:4][C:3]([O:2][CH3:1])=[CH:8][C:7]=4[CH3:9])[C:18]=3[N:17]=[C:16]([CH3:19])[N:15]=2)=[CH:5][CH:4]=1, predict the reactants needed to synthesize it. The reactants are: [CH3:1][O:2][C:3]1[CH:8]=[C:7]([CH3:9])[C:6]([C:10]2[C:18]3[N:17]=[C:16]([CH3:19])[N:15]=[C:14]([NH:20][CH2:21]CCC(N)=O)[C:13]=3[N:12]([CH3:27])[CH:11]=2)=[C:5]([CH3:28])[CH:4]=1.B.CSC. (7) Given the product [Br:12][C:7]1[CH:8]=[C:9]2[C:4](=[CH:5][C:6]=1[O:13][CH3:14])[N:3]=[C:2]([NH:1][CH:17]([CH3:19])[CH3:18])[N:11]=[CH:10]2, predict the reactants needed to synthesize it. The reactants are: [NH2:1][C:2]1[N:11]=[CH:10][C:9]2[C:4](=[CH:5][C:6]([O:13][CH3:14])=[C:7]([Br:12])[CH:8]=2)[N:3]=1.[H-].[Na+].[CH:17](I)([CH3:19])[CH3:18]. (8) Given the product [CH3:20][O:19][C:15]1[CH:14]=[C:13]2[C:18]([C:9]([O:8][C:5]3[CH:4]=[CH:3][C:2]([NH:37][C:30]4[C:31]5[C:36](=[CH:35][CH:34]=[CH:33][CH:32]=5)[C:27]([C:21]5[CH:26]=[CH:25][CH:24]=[CH:23][CH:22]=5)=[N:28][N:29]=4)=[N:7][CH:6]=3)=[CH:10][CH:11]=[N:12]2)=[N:17][CH:16]=1, predict the reactants needed to synthesize it. The reactants are: Br[C:2]1[N:7]=[CH:6][C:5]([O:8][C:9]2[CH:10]=[CH:11][N:12]=[C:13]3[C:18]=2[N:17]=[CH:16][C:15]([O:19][CH3:20])=[CH:14]3)=[CH:4][CH:3]=1.[C:21]1([C:27]2[C:36]3[C:31](=[CH:32][CH:33]=[CH:34][CH:35]=3)[C:30]([NH2:37])=[N:29][N:28]=2)[CH:26]=[CH:25][CH:24]=[CH:23][CH:22]=1.CC(C)([O-])C.[Na+]. (9) The reactants are: [CH3:1][C:2]1[CH:7]=[CH:6][C:5]([S:8][C:9]2[CH:14]=[CH:13][CH:12]=[CH:11][C:10]=2[NH:15]C(=O)C)=[C:4]([NH:19][C:20]2[C:29]3[C:24](=[N:25][C:26]([CH2:30][CH2:31][CH3:32])=[CH:27][CH:28]=3)[N:23]=[CH:22][CH:21]=2)[CH:3]=1.O.[OH-].[Na+]. Given the product [NH2:15][C:10]1[CH:11]=[CH:12][CH:13]=[CH:14][C:9]=1[S:8][C:5]1[CH:6]=[CH:7][C:2]([CH3:1])=[CH:3][C:4]=1[NH:19][C:20]1[C:29]2[C:24](=[N:25][C:26]([CH2:30][CH2:31][CH3:32])=[CH:27][CH:28]=2)[N:23]=[CH:22][CH:21]=1, predict the reactants needed to synthesize it.